Dataset: Full USPTO retrosynthesis dataset with 1.9M reactions from patents (1976-2016). Task: Predict the reactants needed to synthesize the given product. (1) Given the product [ClH:1].[ClH:1].[CH3:21][N:20]([CH3:22])[C:12]1([C:15]2[S:16][CH:17]=[CH:18][CH:19]=2)[CH2:13][CH2:14][NH:9][CH2:10][CH2:11]1, predict the reactants needed to synthesize it. The reactants are: [ClH:1].C(OC([N:9]1[CH2:14][CH2:13][C:12]([N:20]([CH3:22])[CH3:21])([C:15]2[S:16][CH:17]=[CH:18][CH:19]=2)[CH2:11][CH2:10]1)=O)(C)(C)C.O.C([O-])([O-])=O.[Na+].[Na+]. (2) The reactants are: [NH2:1][C:2]1[CH:17]=[CH:16][C:5]([O:6][C:7]2C(NC)=C(I)[N:10]=[CH:9][N:8]=2)=[CH:4][C:3]=1[Cl:18].[CH3:19][Si](C)(C)C#CC.C1(P(C2C=CC=CC=2)C2C=CC=CC=2)C=CC=CC=1.[F-].[K+].[CH2:47]([N:49]([CH2:52][CH3:53])[CH2:50][CH3:51])C. Given the product [Cl:18][C:3]1[CH:4]=[C:5]([O:6][C:7]2[C:52]3[N:49]([CH3:47])[C:50]([CH3:19])=[CH:51][C:53]=3[N:10]=[CH:9][N:8]=2)[CH:16]=[CH:17][C:2]=1[NH2:1], predict the reactants needed to synthesize it. (3) Given the product [OH2:14].[ClH:30].[CH:1]1([N:4]2[C:8]3[CH:9]=[CH:10][CH:11]=[CH:12][C:7]=3[N:6]=[C:5]2[CH:13]=[O:14])[CH2:3][CH2:2]1, predict the reactants needed to synthesize it. The reactants are: [CH:1]1([N:4]2[C:8]3[CH:9]=[CH:10][CH:11]=[CH:12][C:7]=3[N:6]=[C:5]2[CH:13](OCC)[O:14]CC)[CH2:3][CH2:2]1.O.CC(C)=O.CCOCC.[ClH:30].